From a dataset of HIV replication inhibition screening data with 41,000+ compounds from the AIDS Antiviral Screen. Binary Classification. Given a drug SMILES string, predict its activity (active/inactive) in a high-throughput screening assay against a specified biological target. (1) The compound is Nc1ncnc2c1ncn2C1OC(CO)C(O)C(O)C1O. The result is 0 (inactive). (2) The molecule is CC1(CCc2ccccc2)CC1(Br)Br. The result is 0 (inactive).